Task: Regression. Given two drug SMILES strings and cell line genomic features, predict the synergy score measuring deviation from expected non-interaction effect.. Dataset: NCI-60 drug combinations with 297,098 pairs across 59 cell lines (1) Drug 1: B(C(CC(C)C)NC(=O)C(CC1=CC=CC=C1)NC(=O)C2=NC=CN=C2)(O)O. Drug 2: C1CCC(C(C1)[NH-])[NH-].C(=O)(C(=O)[O-])[O-].[Pt+4]. Cell line: SW-620. Synergy scores: CSS=78.2, Synergy_ZIP=1.92, Synergy_Bliss=0.646, Synergy_Loewe=-3.73, Synergy_HSA=2.00. (2) Drug 1: CN1CCC(CC1)COC2=C(C=C3C(=C2)N=CN=C3NC4=C(C=C(C=C4)Br)F)OC. Drug 2: C1=CC(=C2C(=C1NCCNCCO)C(=O)C3=C(C=CC(=C3C2=O)O)O)NCCNCCO. Cell line: SF-268. Synergy scores: CSS=48.3, Synergy_ZIP=8.97, Synergy_Bliss=6.31, Synergy_Loewe=-21.8, Synergy_HSA=4.28. (3) Drug 1: CCCCC(=O)OCC(=O)C1(CC(C2=C(C1)C(=C3C(=C2O)C(=O)C4=C(C3=O)C=CC=C4OC)O)OC5CC(C(C(O5)C)O)NC(=O)C(F)(F)F)O. Drug 2: C(CC(=O)O)C(=O)CN.Cl. Cell line: HL-60(TB). Synergy scores: CSS=65.8, Synergy_ZIP=-2.06, Synergy_Bliss=-2.62, Synergy_Loewe=-24.1, Synergy_HSA=-2.18.